This data is from Orexin1 receptor HTS with 218,158 compounds and 233 confirmed actives. The task is: Binary Classification. Given a drug SMILES string, predict its activity (active/inactive) in a high-throughput screening assay against a specified biological target. The drug is S(=O)(=O)(NC(C)(C)C)c1cc(c2n3nc(c4c(c3nn2)cccc4)C)c(OC)cc1. The result is 0 (inactive).